This data is from Catalyst prediction with 721,799 reactions and 888 catalyst types from USPTO. The task is: Predict which catalyst facilitates the given reaction. (1) Product: [Cl:1][C:2]1[CH:7]=[CH:6][CH:5]=[C:4]([F:8])[C:3]=1[N:9]=[C:10]=[S:11]. The catalyst class is: 159. Reactant: [Cl:1][C:2]1[CH:7]=[CH:6][CH:5]=[C:4]([F:8])[C:3]=1[NH:9][C:10](N)=[S:11]. (2) Reactant: C(OC([N:8]1[C:16]2[C:11](=[CH:12][CH:13]=[CH:14][CH:15]=2)[C:10]([CH2:17][CH:18]2[C:27]3[N:23]([C:24]([C:28]4[CH:33]=[CH:32][CH:31]=[CH:30][CH:29]=4)=[N:25][N:26]=3)[C:22]3[CH:34]=[CH:35][CH:36]=[CH:37][C:21]=3[N:20]([CH2:38][C:39](=[O:52])[N:40]([CH:49]([CH3:51])[CH3:50])[C:41]3[CH:42]=[N:43][C:44]([O:47][CH3:48])=[CH:45][CH:46]=3)[C:19]2=[O:53])=[N:9]1)=O)(C)(C)C.C(O)(C(F)(F)F)=O. Product: [NH:8]1[C:16]2[C:11](=[CH:12][CH:13]=[CH:14][CH:15]=2)[C:10]([CH2:17][CH:18]2[C:27]3[N:23]([C:24]([C:28]4[CH:29]=[CH:30][CH:31]=[CH:32][CH:33]=4)=[N:25][N:26]=3)[C:22]3[CH:34]=[CH:35][CH:36]=[CH:37][C:21]=3[N:20]([CH2:38][C:39]([N:40]([CH:49]([CH3:50])[CH3:51])[C:41]3[CH:42]=[N:43][C:44]([O:47][CH3:48])=[CH:45][CH:46]=3)=[O:52])[C:19]2=[O:53])=[N:9]1. The catalyst class is: 2. (3) Reactant: [Br:1][C:2]1[CH:3]=[CH:4][C:5]([N:8]2[CH:12]=[C:11]([CH2:13][CH2:14][CH2:15][O:16][C:17]3[C:22]([CH3:23])=[CH:21][CH:20]=[CH:19][C:18]=3[CH2:24][C:25]([O:27]C)=[O:26])[C:10]([CH:29]([CH2:32][CH3:33])[CH2:30][CH3:31])=[N:9]2)=[N:6][CH:7]=1.[OH-].[Na+].O1CCCC1.Cl. Product: [Br:1][C:2]1[CH:3]=[CH:4][C:5]([N:8]2[CH:12]=[C:11]([CH2:13][CH2:14][CH2:15][O:16][C:17]3[C:22]([CH3:23])=[CH:21][CH:20]=[CH:19][C:18]=3[CH2:24][C:25]([OH:27])=[O:26])[C:10]([CH:29]([CH2:32][CH3:33])[CH2:30][CH3:31])=[N:9]2)=[N:6][CH:7]=1. The catalyst class is: 5. (4) Reactant: [CH3:1][C:2]1[CH:13]=[CH:12][C:5]2[NH:6][C:7](=[O:11])[O:8][C:9](=[O:10])[C:4]=2[CH:3]=1.[H-].[Na+].[CH2:16](Br)[C:17]1[CH:22]=[CH:21][CH:20]=[CH:19][CH:18]=1. Product: [CH2:16]([N:6]1[C:5]2[CH:12]=[CH:13][C:2]([CH3:1])=[CH:3][C:4]=2[C:9](=[O:10])[O:8][C:7]1=[O:11])[C:17]1[CH:22]=[CH:21][CH:20]=[CH:19][CH:18]=1. The catalyst class is: 3. (5) Reactant: [Br:1][C:2]1[CH:3]=[CH:4][C:5]([S:8](Cl)(=[O:10])=[O:9])=[N:6][CH:7]=1.[F:12][C:13]([F:19])([F:18])[C:14]([CH3:17])([NH2:16])[CH3:15]. Product: [F:12][C:13]([F:19])([F:18])[C:14]([NH:16][S:8]([C:5]1[CH:4]=[CH:3][C:2]([Br:1])=[CH:7][N:6]=1)(=[O:10])=[O:9])([CH3:17])[CH3:15]. The catalyst class is: 17. (6) Reactant: [F:1][C:2]([F:16])([F:15])[C:3]([NH:5][CH2:6][CH2:7][C:8]1([OH:14])[CH2:13][CH2:12][NH:11][CH2:10][CH2:9]1)=[O:4].[CH3:17][O:18][C:19]1[N:20]=[C:21]2[C:26](=[CH:27][CH:28]=1)[N:25]=[CH:24][CH:23]=[C:22]2OS(C(F)(F)F)(=O)=O.C(N(CC)CC)C. Product: [F:16][C:2]([F:1])([F:15])[C:3]([NH:5][CH2:6][CH2:7][C:8]1([OH:14])[CH2:9][CH2:10][N:11]([C:22]2[C:21]3[C:26](=[CH:27][CH:28]=[C:19]([O:18][CH3:17])[N:20]=3)[N:25]=[CH:24][CH:23]=2)[CH2:12][CH2:13]1)=[O:4]. The catalyst class is: 3. (7) Reactant: [NH:1]1[CH2:6][CH2:5][CH2:4][CH:3]([C:7]([O:9][CH2:10][CH3:11])=[O:8])[CH2:2]1.[CH3:12][Si]([N-][Si](C)(C)C)(C)C.[Na+].C(O)(C(F)(F)F)=O. Product: [CH2:10]([O:9][C:7]([C:3]1([CH3:12])[CH2:4][CH2:5][CH2:6][NH:1][CH2:2]1)=[O:8])[CH3:11]. The catalyst class is: 11. (8) Reactant: [NH2:1][C:2]1[CH:7]=[CH:6][CH:5]=[CH:4][C:3]=1[NH:8][C:9]([C:11]1[N:12]=[CH:13][C:14]2[C:19]([CH:20]=1)=[CH:18][CH:17]=[C:16]([N:21]1[CH2:26][CH2:25][N:24](C(OC(C)(C)C)=O)[CH2:23][CH2:22]1)[CH:15]=2)=[O:10].C(O)(C(F)(F)F)=O. Product: [NH2:1][C:2]1[CH:7]=[CH:6][CH:5]=[CH:4][C:3]=1[NH:8][C:9]([C:11]1[N:12]=[CH:13][C:14]2[C:19]([CH:20]=1)=[CH:18][CH:17]=[C:16]([N:21]1[CH2:22][CH2:23][NH:24][CH2:25][CH2:26]1)[CH:15]=2)=[O:10]. The catalyst class is: 2. (9) Reactant: [N:1]1([CH2:6][CH2:7][O:8][C:9]2[CH:14]=[CH:13][C:12]([CH2:15][C:16]([OH:18])=O)=[CH:11][CH:10]=2)[CH:5]=[CH:4][N:3]=[CH:2]1.[NH2:19][C:20]1[S:21][CH:22]=[C:23]([CH3:28])[C:24]=1[C:25]([NH2:27])=[O:26]. Product: [N:1]1([CH2:6][CH2:7][O:8][C:9]2[CH:10]=[CH:11][C:12]([CH2:15][C:16]([NH:19][C:20]3[S:21][CH:22]=[C:23]([CH3:28])[C:24]=3[C:25]([NH2:27])=[O:26])=[O:18])=[CH:13][CH:14]=2)[CH:5]=[CH:4][N:3]=[CH:2]1. The catalyst class is: 66. (10) The catalyst class is: 1. Product: [C:1]([Cl:4])(=[O:2])[O:18][CH2:17][C:16]1[CH:19]=[CH:20][CH:21]=[CH:22][C:15]=1[N+:12]([O-:14])=[O:13]. Reactant: [C:1]([Cl:4])(Cl)=[O:2].C1(C)C=CC=CC=1.[N+:12]([C:15]1[CH:22]=[CH:21][CH:20]=[CH:19][C:16]=1[CH2:17][OH:18])([O-:14])=[O:13].